From a dataset of Peptide-MHC class II binding affinity with 134,281 pairs from IEDB. Regression. Given a peptide amino acid sequence and an MHC pseudo amino acid sequence, predict their binding affinity value. This is MHC class II binding data. (1) The peptide sequence is FKVQFLFSSMIDPLI. The MHC is DRB5_0101 with pseudo-sequence DRB5_0101. The binding affinity (normalized) is 0.592. (2) The peptide sequence is AGGLLEQAAAVEEAS. The MHC is DRB1_1501 with pseudo-sequence DRB1_1501. The binding affinity (normalized) is 0.